Dataset: Catalyst prediction with 721,799 reactions and 888 catalyst types from USPTO. Task: Predict which catalyst facilitates the given reaction. (1) Reactant: [C:1]([C:3]1([NH:28][C:29](=[O:47])[CH:30]([CH2:40][CH:41]2[CH2:46][CH2:45][CH2:44][CH2:43][CH2:42]2)[CH2:31][C:32]([N:34]2[CH2:39][CH2:38][O:37][CH2:36][CH2:35]2)=[O:33])[CH2:7][CH2:6][N:5]([CH2:8]C2C3C(=CC=CC=3)N(S(C3C=CC(C)=CC=3)(=O)=O)C=2)[CH2:4]1)#[N:2].[NH4+:48].[Cl-]. Product: [C:1]([C:3]1([NH:28][C:29](=[O:47])[CH:30]([CH2:40][CH:41]2[CH2:46][CH2:45][CH2:44][CH2:43][CH2:42]2)[CH2:31][C:32]([N:34]2[CH2:35][CH2:36][O:37][CH2:38][CH2:39]2)=[O:33])[CH2:7][CH2:6][N:5]([CH2:8][C:30]2[NH:48][C:42]3[C:41]([CH:40]=2)=[CH:46][CH:45]=[CH:44][CH:43]=3)[CH2:4]1)#[N:2]. The catalyst class is: 5. (2) Reactant: C([O:4][C@@H:5]1[C@H:9]([O:10]C(=O)C)[C@@H:8]([CH2:14][C@@H:15]([N:37]=[N+:38]=[N-:39])[CH2:16][CH2:17][C@H:18]([NH:26][S:27]([C:30]2[CH:35]=[CH:34][C:33]([CH3:36])=[CH:32][CH:31]=2)(=[O:29])=[O:28])[C:19]([O:21][C:22]([CH3:25])([CH3:24])[CH3:23])=[O:20])[O:7][C@H:6]1[N:40]1[CH:48]=[N:47][C:46]2[C:41]1=[N:42][C:43]([NH:50][CH2:51][CH2:52][NH:53][C:54]([O:56][C:57]([CH3:60])([CH3:59])[CH3:58])=[O:55])=[N:44][C:45]=2[NH2:49])(=O)C.C(=O)([O-])[O-].[K+].[K+].C(O)(=O)C. Product: [NH2:49][C:45]1[N:44]=[C:43]([NH:50][CH2:51][CH2:52][NH:53][C:54]([O:56][C:57]([CH3:58])([CH3:59])[CH3:60])=[O:55])[N:42]=[C:41]2[C:46]=1[N:47]=[CH:48][N:40]2[C@@H:6]1[O:7][C@H:8]([CH2:14][C@@H:15]([N:37]=[N+:38]=[N-:39])[CH2:16][CH2:17][C@H:18]([NH:26][S:27]([C:30]2[CH:31]=[CH:32][C:33]([CH3:36])=[CH:34][CH:35]=2)(=[O:29])=[O:28])[C:19]([O:21][C:22]([CH3:23])([CH3:25])[CH3:24])=[O:20])[C@@H:9]([OH:10])[C@H:5]1[OH:4]. The catalyst class is: 5. (3) Reactant: [Cl:1][C:2]1[CH:7]=[CH:6][C:5]([N:8]2[C:11](=[O:12])[C@H:10]([S:13][CH2:14][C:15]([C:17]3[CH:22]=[CH:21][C:20]([Cl:23])=[CH:19][CH:18]=3)=[O:16])[C@H:9]2[C:24]2[CH:38]=[CH:37][C:27]([O:28][CH2:29][C:30]([NH:32][CH2:33][C:34]([OH:36])=O)=[O:31])=[CH:26][CH:25]=2)=[CH:4][CH:3]=1.C[N:40]1[CH2:45][CH2:44][O:43]CC1.Cl.C(OC([NH:54][C@@H:55](C(O)=O)[CH2:56][CH2:57][CH2:58]CN)=O)(C)(C)C.CN(C([O:71]N1N=NC2C=CC=CC1=2)=[N+](C)C)C.[B-](F)(F)(F)F.C(OC(NCCCC[C@H](C(OC(C)(C)C)=O)N)=O)(C)(C)C.OS([O-])(=O)=O.[K+].[BH4-].[Na+].C([O-])(=O)C.[NH4+]. Product: [Cl:1][C:2]1[CH:7]=[CH:6][C:5]([N:8]2[C:11](=[O:12])[C@H:10]([S:13][CH2:14][CH:15]([C:17]3[CH:18]=[CH:19][C:20]([Cl:23])=[CH:21][CH:22]=3)[OH:16])[C@H:9]2[C:24]2[CH:25]=[CH:26][C:27]([O:28][CH2:29][C:30]([NH:32][CH2:33][C:34]([NH:40][C@@H:45]([C:44]([OH:43])=[O:71])[CH2:58][CH2:57][CH2:56][CH2:55][NH2:54])=[O:36])=[O:31])=[CH:37][CH:38]=2)=[CH:4][CH:3]=1. The catalyst class is: 34. (4) Reactant: [C:1]([C:5]1[CH:9]=[C:8]([NH:10][C:11]([NH:13][C:14]2[C:23]3[C:18](=[CH:19][CH:20]=[CH:21][CH:22]=3)[C:17]([O:24][C:25]3[CH:30]=[CH:29][N:28]=[C:27](Cl)[N:26]=3)=[CH:16][CH:15]=2)=[O:12])[N:7]([C:32]2[CH:37]=[CH:36][C:35]([P:38]([CH3:41])([CH3:40])=[O:39])=[CH:34][CH:33]=2)[N:6]=1)([CH3:4])([CH3:3])[CH3:2].[NH2:42][CH2:43][CH2:44][CH2:45][OH:46]. Product: [C:1]([C:5]1[CH:9]=[C:8]([NH:10][C:11]([NH:13][C:14]2[C:23]3[C:18](=[CH:19][CH:20]=[CH:21][CH:22]=3)[C:17]([O:24][C:25]3[CH:30]=[CH:29][N:28]=[C:27]([NH:42][CH2:43][CH2:44][CH2:45][OH:46])[N:26]=3)=[CH:16][CH:15]=2)=[O:12])[N:7]([C:32]2[CH:37]=[CH:36][C:35]([P:38]([CH3:41])([CH3:40])=[O:39])=[CH:34][CH:33]=2)[N:6]=1)([CH3:4])([CH3:3])[CH3:2]. The catalyst class is: 12. (5) The catalyst class is: 686. Reactant: Br[C:2]1[CH:3]=[C:4]2[C:9](=[CH:10][CH:11]=1)[C:8](=[O:12])[NH:7][N:6]=[C:5]2[Cl:13].[CH2:14]([NH:21][CH3:22])[C:15]1[CH:20]=[CH:19][CH:18]=[CH:17][CH:16]=1.C1C=CC(P(C2C(C3C(P(C4C=CC=CC=4)C4C=CC=CC=4)=CC=C4C=3C=CC=C4)=C3C(C=CC=C3)=CC=2)C2C=CC=CC=2)=CC=1.CC([O-])(C)C.[Na+]. Product: [CH2:14]([N:21]([CH3:22])[C:2]1[CH:3]=[C:4]2[C:9](=[CH:10][CH:11]=1)[C:8](=[O:12])[NH:7][N:6]=[C:5]2[Cl:13])[C:15]1[CH:20]=[CH:19][CH:18]=[CH:17][CH:16]=1. (6) Reactant: Cl[C:2]1[CH:7]=[CH:6][N:5]=[CH:4][CH:3]=1.[NH2:8][CH2:9][CH:10]1[CH2:15][CH2:14][N:13]([C:16]([O:18][C:19]([CH3:22])([CH3:21])[CH3:20])=[O:17])[CH2:12][CH2:11]1. Product: [C:19]([O:18][C:16]([N:13]1[CH2:14][CH2:15][CH:10]([CH2:9][NH:8][C:2]2[CH:7]=[CH:6][N:5]=[CH:4][CH:3]=2)[CH2:11][CH2:12]1)=[O:17])([CH3:22])([CH3:21])[CH3:20]. The catalyst class is: 113.